From a dataset of Catalyst prediction with 721,799 reactions and 888 catalyst types from USPTO. Predict which catalyst facilitates the given reaction. Reactant: [CH2:1]([CH:3]1[CH2:7][CH:6]([CH2:8][OH:9])[CH2:5][CH:4]1[C:10]([O:12][C:13]([CH3:16])([CH3:15])[CH3:14])=[O:11])[CH3:2].[CH3:17][S:18](Cl)(=[O:20])=[O:19]. Product: [CH2:1]([CH:3]1[CH2:7][CH:6]([CH2:8][O:9][S:18]([CH3:17])(=[O:20])=[O:19])[CH2:5][CH:4]1[C:10]([O:12][C:13]([CH3:15])([CH3:14])[CH3:16])=[O:11])[CH3:2]. The catalyst class is: 2.